Dataset: Forward reaction prediction with 1.9M reactions from USPTO patents (1976-2016). Task: Predict the product of the given reaction. Given the reactants [Si:1]([O:8][CH2:9][CH2:10][C:11]#[C:12][C:13]1[CH:22]=[CH:21][C:16]([C:17]([O:19][CH3:20])=[O:18])=[C:15]([O:23][CH3:24])[CH:14]=1)([C:4]([CH3:7])([CH3:6])[CH3:5])([CH3:3])[CH3:2], predict the reaction product. The product is: [Si:1]([O:8][CH2:9][CH2:10][CH2:11][CH2:12][C:13]1[CH:22]=[CH:21][C:16]([C:17]([O:19][CH3:20])=[O:18])=[C:15]([O:23][CH3:24])[CH:14]=1)([C:4]([CH3:6])([CH3:7])[CH3:5])([CH3:2])[CH3:3].